Dataset: Forward reaction prediction with 1.9M reactions from USPTO patents (1976-2016). Task: Predict the product of the given reaction. (1) Given the reactants [F:1][C:2]([F:12])([F:11])[C:3]1[CH:4]=[C:5]([CH:8]=[CH:9][CH:10]=1)[CH:6]=O.[CH3:13]C(C)([O-])C.[K+].C(=O)(O)[O-].[Na+], predict the reaction product. The product is: [F:1][C:2]([F:12])([F:11])[C:3]1[CH:10]=[CH:9][CH:8]=[C:5]([CH:6]=[CH2:13])[CH:4]=1. (2) Given the reactants [N:1]1([CH2:7][CH2:8][CH2:9]O)[CH2:6][CH2:5][CH2:4][CH2:3][CH2:2]1.[BrH:11], predict the reaction product. The product is: [BrH:11].[Br:11][CH2:9][CH2:8][CH2:7][N:1]1[CH2:6][CH2:5][CH2:4][CH2:3][CH2:2]1. (3) Given the reactants Cl.NO.N1C=CC(C=[O:11])=CC=1.[N:12]1[CH:17]=[CH:16][C:15]([CH:18]=[N:19][OH:20])=[CH:14][CH:13]=1.C(=O)([O-])O.[Na+].P([O-])([O-])([O-])=O.[K+].[K+].[K+], predict the reaction product. The product is: [OH:11][C:13]1[CH:14]=[C:15]([CH:18]=[N:19][OH:20])[CH:16]=[CH:17][N:12]=1. (4) Given the reactants O[CH:2]([C:16]1[CH:21]=[CH:20][CH:19]=[CH:18][C:17]=1[S:22]([C:25]1[S:26][CH:27]=[CH:28][CH:29]=1)(=[O:24])=[O:23])[C:3]1[C:11]2[C:10](=[O:12])[CH2:9][C:8]([CH3:14])([CH3:13])[CH2:7][C:6]=2[NH:5][C:4]=1[CH3:15].FC(F)(F)C(O)=O.C([SiH](CC)CC)C.[OH-].[Na+], predict the reaction product. The product is: [CH3:15][C:4]1[NH:5][C:6]2[CH2:7][C:8]([CH3:14])([CH3:13])[CH2:9][C:10](=[O:12])[C:11]=2[C:3]=1[CH2:2][C:16]1[CH:21]=[CH:20][CH:19]=[CH:18][C:17]=1[S:22]([C:25]1[S:26][CH:27]=[CH:28][CH:29]=1)(=[O:24])=[O:23]. (5) Given the reactants [S:1]1[CH:5]=[CH:4][C:3]2[C:6]([N:10]3[CH2:15][CH2:14][N:13]([CH2:16][CH2:17][CH2:18][CH2:19][O:20]C4C=C5C(CCN(C)C5=O)=CC=4)[CH2:12][CH2:11]3)=[CH:7][CH:8]=[CH:9][C:2]1=2.[Cl:33]CCCCO[C:39]1[CH:48]=[C:47]2[C:42]([CH2:43][CH2:44][N:45]([CH3:50])[C:46]2=[O:49])=[CH:41][CH:40]=1.CO.Cl, predict the reaction product. The product is: [ClH:33].[S:1]1[CH:5]=[CH:4][C:3]2[C:6]([N:10]3[CH2:15][CH2:14][N:13]([CH2:16][CH2:17][CH2:18][CH2:19][O:20][CH:44]4[CH2:43][C:42]5[C:47](=[CH:48][CH:39]=[CH:40][CH:41]=5)[C:46](=[O:49])[N:45]4[CH3:50])[CH2:12][CH2:11]3)=[CH:7][CH:8]=[CH:9][C:2]1=2. (6) Given the reactants [CH:1]([C:3]1[C:4]([OH:22])=[CH:5][C:6]([N:9]2[CH2:14][CH2:13][N:12]([C:15]([O:17][C:18]([CH3:21])([CH3:20])[CH3:19])=[O:16])[CH2:11][CH2:10]2)=[N:7][CH:8]=1)=O.[CH3:23][C:24]1[CH:29]=[CH:28][N:27]2[CH:30]=[C:31]([CH2:33][C:34](OCC)=[O:35])[N:32]=[C:26]2[CH:25]=1.N1CCCCC1.C(O)(=O)C, predict the reaction product. The product is: [CH3:23][C:24]1[CH:29]=[CH:28][N:27]2[CH:30]=[C:31]([C:33]3[C:34](=[O:35])[O:22][C:4]4[CH:5]=[C:6]([N:9]5[CH2:10][CH2:11][N:12]([C:15]([O:17][C:18]([CH3:19])([CH3:21])[CH3:20])=[O:16])[CH2:13][CH2:14]5)[N:7]=[CH:8][C:3]=4[CH:1]=3)[N:32]=[C:26]2[CH:25]=1.